Dataset: Forward reaction prediction with 1.9M reactions from USPTO patents (1976-2016). Task: Predict the product of the given reaction. (1) Given the reactants [F:1][C:2]([F:10])([F:9])[C:3]1(C(O)=O)[CH2:5][CH2:4]1.CC[N:13]([CH:17](C)C)C(C)C.C1(P(N=[N+]=[N-])(C2C=CC=CC=2)=[O:27])C=CC=CC=1.[F:37][C:38]([F:56])([F:55])[C:39]1[CH:44]=[CH:43][C:42]([C@@H:45]2[C:54]3[C:49](=[CH:50][CH:51]=[CH:52][CH:53]=3)[CH2:48][CH2:47][NH:46]2)=[CH:41][CH:40]=1, predict the reaction product. The product is: [F:10][C:2]([F:1])([F:9])[C:3]1([NH:13][C:17]([N:46]2[CH2:47][CH2:48][C:49]3[C:54](=[CH:53][CH:52]=[CH:51][CH:50]=3)[C@H:45]2[C:42]2[CH:41]=[CH:40][C:39]([C:38]([F:37])([F:55])[F:56])=[CH:44][CH:43]=2)=[O:27])[CH2:4][CH2:5]1. (2) Given the reactants [C:1]([O:4][CH2:5][CH2:6][N:7]1[CH:16]=[CH:15][C:14]2[C:9](=[CH:10][CH:11]=[C:12]([Cl:18])[C:13]=2[NH2:17])[C:8]1=[O:19])(=[O:3])[CH3:2].[F:20][C:21]1[CH:26]=[CH:25][C:24]([CH2:27][C:28](O)=[O:29])=[CH:23][C:22]=1[C:31]([F:34])([F:33])[F:32].F[P-](F)(F)(F)(F)F.C[N+](C)=C(N(C)C)ON1C2N=CC=CC=2N=N1.C(N(CC)C(C)C)(C)C.C(Cl)Cl, predict the reaction product. The product is: [C:1]([O:4][CH2:5][CH2:6][N:7]1[CH:16]=[CH:15][C:14]2[C:9](=[CH:10][CH:11]=[C:12]([Cl:18])[C:13]=2[NH:17][C:28](=[O:29])[CH2:27][C:24]2[CH:25]=[CH:26][C:21]([F:20])=[C:22]([C:31]([F:32])([F:34])[F:33])[CH:23]=2)[C:8]1=[O:19])(=[O:3])[CH3:2]. (3) Given the reactants [F:1][C:2]1[CH:3]=[CH:4][C:5]([O:9][CH2:10]/[CH:11]=[CH:12]/[C:13]2[CH:18]=[CH:17][CH:16]=[CH:15][CH:14]=2)=[C:6]([CH:8]=1)[NH2:7].Cl.[CH2:20]([O:22][C:23](=[O:29])[CH:24]([Cl:28])C(C)=O)[CH3:21].[N:30]([O-])=O.[Na+].CC([O-])=O.[Na+], predict the reaction product. The product is: [Cl:28]/[C:24](=[N:30]/[NH:7][C:6]1[CH:8]=[C:2]([F:1])[CH:3]=[CH:4][C:5]=1[O:9][CH2:10]/[CH:11]=[CH:12]/[C:13]1[CH:14]=[CH:15][CH:16]=[CH:17][CH:18]=1)/[C:23]([O:22][CH2:20][CH3:21])=[O:29]. (4) Given the reactants C([Li])(C)(C)C.CCCCC.BrC1C(C)=CC(C)=CC=1C.[CH3:21][O:22][C:23]1[CH:28]=[CH:27][N:26]=[CH:25][CH:24]=1.CN(C)[CH:31]=[O:32], predict the reaction product. The product is: [CH3:21][O:22][C:23]1[CH:28]=[CH:27][N:26]=[CH:25][C:24]=1[CH:31]=[O:32]. (5) Given the reactants C([N:8]1[CH2:13][CH2:12][N:11]([C:14]([O:16][C:17]([CH3:20])([CH3:19])[CH3:18])=[O:15])[CH2:10][C@H:9]1[CH2:21]Br)C1C=CC=CC=1.[CH3:23][C:24]1[CH:25]=[N:26][NH:27][CH:28]=1.[H-].[Na+].C(=O)([O-])O.[Na+], predict the reaction product. The product is: [CH3:23][C:24]1[CH:25]=[N:26][N:27]([CH2:21][C@H:9]2[NH:8][CH2:13][CH2:12][N:11]([C:14]([O:16][C:17]([CH3:18])([CH3:19])[CH3:20])=[O:15])[CH2:10]2)[CH:28]=1.